This data is from Reaction yield outcomes from USPTO patents with 853,638 reactions. The task is: Predict the reaction yield, written as a fraction of the theoretical maximum amount of product (1.0 means a 100% yield; for example, 0.34 means a 34% yield). (1) The reactants are [Cl:1][C:2]1[N:11]=[C:10](Cl)[C:9]2[C:4](=[CH:5][CH:6]=[C:7]([C:13]3[O:14][CH:15]=[CH:16][CH:17]=3)[CH:8]=2)[N:3]=1.[Br-].[N:19]1[CH:24]=[CH:23][CH:22]=[CH:21][C:20]=1[Zn+].[NH4+].[Cl-].[Na+].[Cl-]. The catalyst is O1CCCC1.C1C=CC([P]([Pd]([P](C2C=CC=CC=2)(C2C=CC=CC=2)C2C=CC=CC=2)([P](C2C=CC=CC=2)(C2C=CC=CC=2)C2C=CC=CC=2)[P](C2C=CC=CC=2)(C2C=CC=CC=2)C2C=CC=CC=2)(C2C=CC=CC=2)C2C=CC=CC=2)=CC=1. The product is [Cl:1][C:2]1[N:11]=[C:10]([C:20]2[CH:21]=[CH:22][CH:23]=[CH:24][N:19]=2)[C:9]2[C:4](=[CH:5][CH:6]=[C:7]([C:13]3[O:14][CH:15]=[CH:16][CH:17]=3)[CH:8]=2)[N:3]=1. The yield is 0.230. (2) The reactants are [CH2:1]([O:8][C:9]1[CH:23]=[CH:22][C:21]([Cl:24])=[CH:20][C:10]=1[CH2:11][N:12]1[C:16]([CH3:17])=[CH:15][C:14]([CH:18]=O)=[N:13]1)[C:2]1[CH:7]=[CH:6][CH:5]=[CH:4][CH:3]=1.[CH3:25][O:26][C:27]([CH:29]=P(C1C=CC=CC=1)(C1C=CC=CC=1)C1C=CC=CC=1)=[O:28]. The catalyst is C1COCC1.CCOC(C)=O. The product is [CH3:25][O:26][C:27](=[O:28])/[CH:29]=[CH:18]/[C:14]1[CH:15]=[C:16]([CH3:17])[N:12]([CH2:11][C:10]2[CH:20]=[C:21]([Cl:24])[CH:22]=[CH:23][C:9]=2[O:8][CH2:1][C:2]2[CH:7]=[CH:6][CH:5]=[CH:4][CH:3]=2)[N:13]=1. The yield is 0.990. (3) The reactants are Cl[S:2]([C:5]1[CH:14]=[CH:13][CH:12]=[CH:11][C:6]=1[C:7]([O:9][CH3:10])=[O:8])(=[O:4])=[O:3].[F:15][C:16]([F:25])([F:24])[C:17]1[CH:23]=[CH:22][CH:21]=[CH:20][C:18]=1[NH2:19]. The catalyst is N1C=CC=CC=1.CN(C)C1C=CN=CC=1. The product is [CH3:10][O:9][C:7](=[O:8])[C:6]1[CH:11]=[CH:12][CH:13]=[CH:14][C:5]=1[S:2](=[O:4])(=[O:3])[NH:19][C:18]1[CH:20]=[CH:21][CH:22]=[CH:23][C:17]=1[C:16]([F:15])([F:24])[F:25]. The yield is 0.490.